From a dataset of Full USPTO retrosynthesis dataset with 1.9M reactions from patents (1976-2016). Predict the reactants needed to synthesize the given product. (1) Given the product [C:62]([O:61][CH:9]([N:8]=[C:6]=[O:7])[CH2:10][CH2:11][CH2:12][CH2:13][CH2:14][C:15]([NH:17][C:18]1[S:19][C:20]2[CH:26]=[C:25]([O:27][S:28]([C:31]3[CH:36]=[CH:35][C:34]([F:37])=[CH:33][CH:32]=3)(=[O:29])=[O:30])[CH:24]=[CH:23][C:21]=2[N:22]=1)=[O:16])([CH3:65])([CH3:64])[CH3:63], predict the reactants needed to synthesize it. The reactants are: C(O[C:6]([NH:8][CH2:9][CH2:10][CH2:11][CH2:12][CH2:13][CH2:14][C:15]([NH:17][C:18]1[S:19][C:20]2[CH:26]=[C:25]([O:27][S:28]([C:31]3[CH:36]=[CH:35][C:34]([F:37])=[CH:33][CH:32]=3)(=[O:30])=[O:29])[CH:24]=[CH:23][C:21]=2[N:22]=1)=[O:16])=[O:7])(C)(C)C.NC1SC2C=C(OS(C3C=CC(F)=CC=3)(=O)=O)C=CC=2N=1.C(C(CCCCCN)C(O)=O)([O:61][C:62]([CH3:65])([CH3:64])[CH3:63])=O. (2) The reactants are: CN(C(ON1N=NC2C=CC=NC1=2)=[N+](C)C)C.F[P-](F)(F)(F)(F)F.[Cl:25][C:26]1[N:30]2[CH:31]=[C:32]([C:39]3[CH:43]=[CH:42][O:41][CH:40]=3)[CH:33]=[C:34]([C:35]([F:38])([F:37])[F:36])[C:29]2=[N:28][C:27]=1[C:44]([OH:46])=O.[F:47][C:48]1[CH:53]=[CH:52][CH:51]=[CH:50][C:49]=1[CH:54]1[CH2:58][CH2:57][NH:56][CH2:55]1. Given the product [Cl:25][C:26]1[N:30]2[CH:31]=[C:32]([C:39]3[CH:43]=[CH:42][O:41][CH:40]=3)[CH:33]=[C:34]([C:35]([F:38])([F:37])[F:36])[C:29]2=[N:28][C:27]=1[C:44]([N:56]1[CH2:57][CH2:58][CH:54]([C:49]2[CH:50]=[CH:51][CH:52]=[CH:53][C:48]=2[F:47])[CH2:55]1)=[O:46], predict the reactants needed to synthesize it. (3) The reactants are: Br[C:2]1[CH:3]=[C:4]2[C:9](=[CH:10][CH:11]=1)[N:8]=[C:7]([CH3:12])[N:6]([C:13]1[CH:18]=[CH:17][C:16]([O:19][CH2:20][CH2:21][CH2:22][N:23]3[CH2:27][CH2:26][CH2:25][CH2:24]3)=[CH:15][C:14]=1[O:28][CH2:29][CH2:30][F:31])[C:5]2=[O:32].C(N(CC)CC)C.[C]=O.[C:42]([O:45][CH2:46][CH3:47])(=[O:44])C. Given the product [CH2:46]([O:45][C:42]([C:2]1[CH:3]=[C:4]2[C:9](=[CH:10][CH:11]=1)[N:8]=[C:7]([CH3:12])[N:6]([C:13]1[CH:18]=[CH:17][C:16]([O:19][CH2:20][CH2:21][CH2:22][N:23]3[CH2:27][CH2:26][CH2:25][CH2:24]3)=[CH:15][C:14]=1[O:28][CH2:29][CH2:30][F:31])[C:5]2=[O:32])=[O:44])[CH3:47], predict the reactants needed to synthesize it. (4) Given the product [CH3:23][CH2:22][C:24]1[C:25](=[O:49])[N:26]([C:30]([NH:32][CH2:33][CH2:34][C:35]2[CH:36]=[CH:37][C:38]([S:41]([NH:44][C:54]([NH:53][C@@H:17]3[CH2:16][CH2:15][C@@H:14]([CH3:13])[CH2:19][CH2:18]3)=[O:55])(=[O:42])=[O:43])=[CH:39][CH:40]=2)=[O:31])[CH2:27][C:28]=1[CH3:29], predict the reactants needed to synthesize it. The reactants are: C(C1C(C)CN(C(NC[CH2:13][C:14]2[CH:19]=[CH:18][CH:17]=[CH:16][CH:15]=2)=O)C1=C=O)C.[CH2:22]([CH:24]1[CH:28]([CH3:29])[CH2:27][N:26]([C:30]([NH:32][CH2:33][CH2:34][C:35]2[CH:40]=[CH:39][C:38]([S:41]([NH2:44])(=[O:43])=[O:42])=[CH:37][CH:36]=2)=[O:31])[C:25]1=C=O)[CH3:23].ClS(O)(=O)=[O:49].N.[N-:53]=[C:54]=[O:55]. (5) Given the product [CH2:23]([O:22][C:17]1[C:16]([C:5]2[CH:6]=[C:7]([C:12]([CH3:13])([CH3:15])[CH3:14])[C:8]([O:10][CH3:11])=[CH:9][C:4]=2[C:3]([OH:30])=[O:2])=[CH:21][CH:20]=[CH:19][N:18]=1)[C:24]1[CH:29]=[CH:28][CH:27]=[CH:26][CH:25]=1, predict the reactants needed to synthesize it. The reactants are: C[O:2][C:3](=[O:30])[C:4]1[CH:9]=[C:8]([O:10][CH3:11])[C:7]([C:12]([CH3:15])([CH3:14])[CH3:13])=[CH:6][C:5]=1[C:16]1[C:17]([O:22][CH2:23][C:24]2[CH:29]=[CH:28][CH:27]=[CH:26][CH:25]=2)=[N:18][CH:19]=[CH:20][CH:21]=1.C1COCC1.[OH-].[Na+].Cl. (6) Given the product [Br:8][C:9]1[CH:16]=[C:15]([O:7][C:3]2[CH:2]=[N:1][CH:6]=[CH:5][CH:4]=2)[CH:14]=[CH:13][C:10]=1[CH:11]=[O:12], predict the reactants needed to synthesize it. The reactants are: [N:1]1[CH:6]=[CH:5][CH:4]=[C:3]([OH:7])[CH:2]=1.[Br:8][C:9]1[CH:16]=[C:15](F)[CH:14]=[CH:13][C:10]=1[CH:11]=[O:12].C([O-])([O-])=O.[K+].[K+]. (7) Given the product [Br:1][C:2]1[C:10]2[C:5](=[CH:6][CH:7]=[C:8]([C:11]([NH2:12])=[O:19])[CH:9]=2)[N:4]([CH:13]2[CH2:18][CH2:17][CH2:16][CH2:15][O:14]2)[N:3]=1, predict the reactants needed to synthesize it. The reactants are: [Br:1][C:2]1[C:10]2[C:5](=[CH:6][CH:7]=[C:8]([C:11]#[N:12])[CH:9]=2)[N:4]([CH:13]2[CH2:18][CH2:17][CH2:16][CH2:15][O:14]2)[N:3]=1.[OH:19]O.[OH-].[Na+].Cl. (8) Given the product [CH3:1][C:2]1[N:7]=[C:6]([CH:8]=[N:11][NH:10][C:12]2[CH:17]=[CH:16][CH:15]=[CH:14][N:13]=2)[CH:5]=[CH:4][CH:3]=1, predict the reactants needed to synthesize it. The reactants are: [CH3:1][C:2]1[N:7]=[C:6]([CH:8]=O)[CH:5]=[CH:4][CH:3]=1.[NH:10]([C:12]1[CH:17]=[CH:16][CH:15]=[CH:14][N:13]=1)[NH2:11]. (9) The reactants are: [CH3:1][N:2]1[CH2:15][CH2:14][C:5]2[NH:6][C:7]3[CH:8]=[CH:9][C:10]([CH3:13])=[CH:11][C:12]=3[C:4]=2[CH2:3]1.P([O-])([O-])([O-])=O.[K+].[K+].[K+].N1CCC[C@H]1C(O)=O.Br[CH:33]=[C:34]([C:36]1[S:37][CH:38]=[CH:39][CH:40]=1)[CH3:35]. Given the product [CH3:1][N:2]1[CH2:15][CH2:14][C:5]2[N:6](/[CH:33]=[C:34](/[C:36]3[S:37][CH:38]=[CH:39][CH:40]=3)\[CH3:35])[C:7]3[CH:8]=[CH:9][C:10]([CH3:13])=[CH:11][C:12]=3[C:4]=2[CH2:3]1, predict the reactants needed to synthesize it. (10) Given the product [Br:1][C:2]1[C:3]([N:24]([CH2:25][CH2:26][OH:27])[CH3:23])=[N:4][CH:5]=[C:6]([CH:21]=1)[C:7]([NH:9][C:10]1[CH:15]=[CH:14][C:13]([S:16][C:17]([F:20])([F:19])[F:18])=[CH:12][CH:11]=1)=[O:8], predict the reactants needed to synthesize it. The reactants are: [Br:1][C:2]1[C:3](Cl)=[N:4][CH:5]=[C:6]([CH:21]=1)[C:7]([NH:9][C:10]1[CH:15]=[CH:14][C:13]([S:16][C:17]([F:20])([F:19])[F:18])=[CH:12][CH:11]=1)=[O:8].[CH3:23][NH:24][CH2:25][CH2:26][OH:27].